Dataset: Forward reaction prediction with 1.9M reactions from USPTO patents (1976-2016). Task: Predict the product of the given reaction. (1) Given the reactants C(Cl)(=O)C(Cl)=O.CS(C)=O.[Br:11][C:12]1[CH:21]=[CH:20][C:19]2[O:18][C:17]3(N4CCOCC4)[CH2:22][CH2:23][CH2:24][O:25][CH:16]3[CH:15]([OH:32])[C:14]=2[CH:13]=1.C(N(CC)CC)C, predict the reaction product. The product is: [Br:11][C:12]1[CH:21]=[CH:20][C:19]2[O:18][C:17]3[CH2:22][CH2:23][CH2:24][O:25][C:16]=3[C:15](=[O:32])[C:14]=2[CH:13]=1. (2) The product is: [C:40]12([CH2:50][C:51]([NH:53][C:54]3[CH:63]=[CH:62][CH:61]=[C:60]4[C:55]=3[CH:56]=[CH:57][C:58]([CH2:3][CH2:2][CH2:1][N:4]([C@H:12]([CH3:22])[CH2:13][O:14][Si:15]([C:18]([CH3:21])([CH3:20])[CH3:19])([CH3:17])[CH3:16])[C:5](=[O:11])[O:6][C:7]([CH3:10])([CH3:9])[CH3:8])=[N:59]4)=[O:52])[CH2:47][CH:46]3[CH2:48][CH:42]([CH2:43][CH:44]([CH2:45]3)[CH2:49]1)[CH2:41]2. Given the reactants [CH2:1]([N:4]([C@H:12]([CH3:22])[CH2:13][O:14][Si:15]([C:18]([CH3:21])([CH3:20])[CH3:19])([CH3:17])[CH3:16])[C:5](=[O:11])[O:6][C:7]([CH3:10])([CH3:9])[CH3:8])[CH:2]=[CH2:3].C12BC(CCC1)CCC2.P([O-])([O-])([O-])=O.[K+].[K+].[K+].[C:40]12([CH2:50][C:51]([NH:53][C:54]3[CH:63]=[CH:62][CH:61]=[C:60]4[C:55]=3[CH:56]=[CH:57][C:58](Cl)=[N:59]4)=[O:52])[CH2:49][CH:44]3[CH2:45][CH:46]([CH2:48][CH:42]([CH2:43]3)[CH2:41]1)[CH2:47]2, predict the reaction product. (3) Given the reactants C(O[C:4]([C:6]1[CH:7]=[C:8]2[C:12](=[CH:13][CH:14]=1)[NH:11][N:10]=[C:9]2[C:15]1[CH:24]=[CH:23][C:22]2[C:17](=[CH:18][CH:19]=[C:20]([O:25][CH2:26][CH2:27][N:28]3[CH2:32][CH2:31][CH2:30][CH2:29]3)[CH:21]=2)[CH:16]=1)=[NH:5])C.[CH3:33][CH:34]([CH3:40])[CH2:35][C:36]([NH:38][NH2:39])=O.C(N(CC)CC)C, predict the reaction product. The product is: [CH2:35]([C:36]1[NH:38][N:39]=[C:4]([C:6]2[CH:7]=[C:8]3[C:12](=[CH:13][CH:14]=2)[NH:11][N:10]=[C:9]3[C:15]2[CH:24]=[CH:23][C:22]3[C:17](=[CH:18][CH:19]=[C:20]([O:25][CH2:26][CH2:27][N:28]4[CH2:29][CH2:30][CH2:31][CH2:32]4)[CH:21]=3)[CH:16]=2)[N:5]=1)[CH:34]([CH3:40])[CH3:33]. (4) Given the reactants [C:1]1(/[C:7](/[C:17]2[CH:22]=[CH:21][C:20]([CH:23]=[CH:24][C:25](O)=[O:26])=[CH:19][CH:18]=2)=[C:8](/[C:11]2[CH:16]=[CH:15][CH:14]=[CH:13][CH:12]=2)\[CH2:9][CH3:10])[CH:6]=[CH:5][CH:4]=[CH:3][CH:2]=1.[CH3:28][C:29]1[CH:30]=[CH:31][C:32]([S:35]([NH2:38])(=[O:37])=[O:36])=[CH:33][CH:34]=1, predict the reaction product. The product is: [C:1]1([C:7]([C:17]2[CH:22]=[CH:21][C:20]([CH:23]=[CH:24][C:25]([NH:38][S:35]([C:32]3[CH:31]=[CH:30][C:29]([CH3:28])=[CH:34][CH:33]=3)(=[O:37])=[O:36])=[O:26])=[CH:19][CH:18]=2)=[C:8]([C:11]2[CH:16]=[CH:15][CH:14]=[CH:13][CH:12]=2)[CH2:9][CH3:10])[CH:2]=[CH:3][CH:4]=[CH:5][CH:6]=1. (5) The product is: [Cl:24][C:19]1[CH:18]=[C:17]([C:11]2([CH3:13])[O:10][N:9]=[C:8]([CH2:6][OH:5])[CH2:12]2)[CH:22]=[C:21]([Cl:23])[CH:20]=1. Given the reactants [BH4-].[Li+].C([O:5][C:6]([C:8]1[CH2:12][C:11]([C:17]2[CH:22]=[C:21]([Cl:23])[CH:20]=[C:19]([Cl:24])[CH:18]=2)([C:13](F)(F)F)[O:10][N:9]=1)=O)C.Cl.C(=O)([O-])[O-].[K+].[K+], predict the reaction product. (6) Given the reactants ClC1C=C(C=CC=1Cl)OC1C=CC(C2[NH:13][C:14]3[C:15]([N:23]=2)=[N:16][C:17]([C:20]([NH2:22])=O)=[CH:18][CH:19]=3)=CC=1.NC1N=C(C#N)C=CC=1[N+]([O-])=O, predict the reaction product. The product is: [NH2:13][C:14]1[CH:19]=[CH:18][C:17]([C:20]#[N:22])=[N:16][C:15]=1[NH2:23]. (7) The product is: [CH2:13]([NH2:16])[CH2:14][CH3:15].[O:1]=[CH:2][C@@H:3]([C@H:5]([C@H:7]([C@@H:9]([CH2:11][OH:12])[OH:10])[OH:8])[OH:6])[OH:4]. Given the reactants [O:1]=[CH:2][C@@H:3]([C@H:5]([C@H:7]([C@@H:9]([CH2:11][OH:12])[OH:10])[OH:8])[OH:6])[OH:4].[CH2:13]([NH2:16])[CH2:14][CH3:15], predict the reaction product. (8) Given the reactants Cl[C:2](=[N:16][OH:17])[C@H:3]1[CH2:8][CH2:7][CH2:6][CH2:5][N:4]1[C:9]([O:11][C:12]([CH3:15])([CH3:14])[CH3:13])=[O:10].[C:18]([C:20]1[CH:21]=[C:22]([CH:25]=[CH:26][CH:27]=1)[C:23]#[N:24])#[CH:19].CCN(CC)CC, predict the reaction product. The product is: [C:12]([O:11][C:9]([N:4]1[CH2:5][CH2:6][CH2:7][CH2:8][C@@H:3]1[C:2]1[CH:19]=[C:18]([C:20]2[CH:27]=[CH:26][CH:25]=[C:22]([C:23]#[N:24])[CH:21]=2)[O:17][N:16]=1)=[O:10])([CH3:15])([CH3:14])[CH3:13]. (9) The product is: [Cl:34][C:31]1[CH:32]=[CH:33][C:15]2[C:20]3[CH:21]=[C:22]4[CH2:23][CH2:24][CH2:25][C:26](=[O:29])[C:27]4=[CH:28][C:19]=3[O:18][CH2:17][C:16]=2[CH:30]=1. Given the reactants C(O)(=O)C(C)(C)C.C(=O)([O-])[O-].[K+].[K+].Br[C:15]1[CH:33]=[CH:32][C:31]([Cl:34])=[CH:30][C:16]=1[CH2:17][O:18][C:19]1[CH:28]=[C:27]2[C:22]([CH2:23][CH2:24][CH2:25][C:26]2=[O:29])=[CH:21][CH:20]=1, predict the reaction product. (10) Given the reactants [CH3:1][C:2]1[N:3]=[C:4]2[C:9]([O:10][CH2:11][C:12]3[C:17]([F:18])=[CH:16][CH:15]=[C:14]([F:19])[C:13]=3[F:20])=[CH:8][C:7]([CH3:21])=[CH:6][N:5]2[C:22]=1[C:23](O)=[O:24].CN(C(ON1N=NC2C=CC=NC1=2)=[N+](C)C)C.F[P-](F)(F)(F)(F)F.C(N(CC)C(C)C)(C)C.[CH3:59][C:60]([NH2:66])([CH2:63][CH2:64][CH3:65])[CH2:61][NH2:62].C(#N)C.C(O)(C(F)(F)F)=O, predict the reaction product. The product is: [NH2:66][C:60]([CH3:59])([CH2:63][CH2:64][CH3:65])[CH2:61][NH:62][C:23]([C:22]1[N:5]2[CH:6]=[C:7]([CH3:21])[CH:8]=[C:9]([O:10][CH2:11][C:12]3[C:17]([F:18])=[CH:16][CH:15]=[C:14]([F:19])[C:13]=3[F:20])[C:4]2=[N:3][C:2]=1[CH3:1])=[O:24].